From a dataset of Full USPTO retrosynthesis dataset with 1.9M reactions from patents (1976-2016). Predict the reactants needed to synthesize the given product. (1) Given the product [Cl:4][C:2]([C@H:1]1[CH2:23][CH2:22][CH2:18][N:17]1[C:15]([O:14][CH2:7][C:8]1[CH:9]=[CH:10][CH:11]=[CH:12][CH:13]=1)=[O:16])=[O:3], predict the reactants needed to synthesize it. The reactants are: [C:1](Cl)(=O)[C:2]([Cl:4])=[O:3].[CH2:7]([O:14][C:15]([N:17]1C[CH2:23][CH2:22][C@@H:18]1C(O)=O)=[O:16])[C:8]1[CH:13]=[CH:12][CH:11]=[CH:10][CH:9]=1. (2) Given the product [Cl:1][C:2]1[CH:10]=[CH:9][C:8]([N+:11]([O-:13])=[O:12])=[CH:7][C:3]=1[C:4]([NH:17][CH2:16][CH2:14][OH:15])=[O:5], predict the reactants needed to synthesize it. The reactants are: [Cl:1][C:2]1[CH:10]=[CH:9][C:8]([N+:11]([O-:13])=[O:12])=[CH:7][C:3]=1[C:4](Cl)=[O:5].[CH2:14]([CH2:16][NH2:17])[OH:15].C(=O)([O-])O.[Na+]. (3) Given the product [NH2:7][C:8]1[CH:13]=[C:12]([CH:11]=[C:10]([N:16]2[CH2:25][CH2:24][N:23]3[C@H:18]([CH2:19][O:20][C:21]([CH3:27])([CH3:26])[CH2:22]3)[CH2:17]2)[C:9]=1[Cl:28])[C:14]#[N:15], predict the reactants needed to synthesize it. The reactants are: C(OC(=O)[NH:7][C:8]1[CH:13]=[C:12]([C:14]#[N:15])[CH:11]=[C:10]([N:16]2[CH2:25][CH2:24][N:23]3[C@H:18]([CH2:19][O:20][C:21]([CH3:27])([CH3:26])[CH2:22]3)[CH2:17]2)[C:9]=1[Cl:28])(C)(C)C.N1C(C)=CC=CC=1C.FC(F)(F)S(O[Si](C)(C)C)(=O)=O. (4) The reactants are: C([O:3][C:4](=O)[C:5]([C:8]1[CH:13]=[CH:12][C:11]([NH:14][C:15]([NH:17][C:18]2[CH:23]=[CH:22][CH:21]=[CH:20][C:19]=2[O:24][C:25]2[N:26]([C:31]3[CH:36]=[CH:35][CH:34]=[CH:33][C:32]=3[Cl:37])[N:27]=[C:28]([CH3:30])[CH:29]=2)=[O:16])=[CH:10][CH:9]=1)([CH3:7])[CH3:6])C.[H-].[Al+3].[Li+].[H-].[H-].[H-]. Given the product [Cl:37][C:32]1[CH:33]=[CH:34][CH:35]=[CH:36][C:31]=1[N:26]1[C:25]([O:24][C:19]2[CH:20]=[CH:21][CH:22]=[CH:23][C:18]=2[NH:17][C:15]([NH:14][C:11]2[CH:10]=[CH:9][C:8]([C:5]([CH3:6])([CH3:7])[CH2:4][OH:3])=[CH:13][CH:12]=2)=[O:16])=[CH:29][C:28]([CH3:30])=[N:27]1, predict the reactants needed to synthesize it. (5) Given the product [Cl:32][C:11]1[N:10]([CH2:12][C:13]2[CH:18]=[CH:17][C:16]([C:19]3[CH:24]=[CH:23][CH:22]=[C:21]([F:25])[N:20]=3)=[CH:15][CH:14]=2)[CH:9]=[C:6]2[C:5]=1[N:4]1[C@H:26]3[CH2:31][CH2:30][CH2:29][C@H:27]3[N:28]=[C:3]1[N:2]([CH3:1])[C:7]2=[O:8], predict the reactants needed to synthesize it. The reactants are: [CH3:1][N:2]1[C:7](=[O:8])[C:6]2=[CH:9][N:10]([CH2:12][C:13]3[CH:18]=[CH:17][C:16]([C:19]4[CH:24]=[CH:23][CH:22]=[C:21]([F:25])[N:20]=4)=[CH:15][CH:14]=3)[CH:11]=[C:5]2[N:4]2[C@H:26]3[CH2:31][CH2:30][CH2:29][C@H:27]3[N:28]=[C:3]12.[Cl:32]N1C(=O)CCC1=O. (6) Given the product [CH3:9][N:10]1[CH2:15][CH2:14][C:13]2[NH:7][C:1]3[CH:6]=[CH:5][CH:4]=[CH:3][C:2]=3[C:12]=2[CH2:11]1, predict the reactants needed to synthesize it. The reactants are: [C:1]1([NH:7]N)[CH:6]=[CH:5][CH:4]=[CH:3][CH:2]=1.[CH3:9][N:10]1[CH2:15][CH2:14][C:13](=O)[CH2:12][CH2:11]1.S(=O)(=O)(O)O.C(=O)(O)[O-].[Na+].[OH-].[Na+]. (7) Given the product [OH:1][CH:2]([C:6]1[CH:11]=[CH:10][C:9]([C:12]2[N:16]=[C:15]([C:17]3[O:21][N:20]=[C:19]([C:22]4[CH:23]=[CH:24][CH:25]=[CH:26][CH:27]=4)[C:18]=3[C:28]([F:31])([F:30])[F:29])[O:14][N:13]=2)=[CH:8][CH:7]=1)[C:3]([NH:39][CH2:40][CH2:41][C:42]([OH:44])([CH3:45])[CH3:43])=[O:5], predict the reactants needed to synthesize it. The reactants are: [OH:1][CH:2]([C:6]1[CH:11]=[CH:10][C:9]([C:12]2[N:16]=[C:15]([C:17]3[O:21][N:20]=[C:19]([C:22]4[CH:27]=[CH:26][CH:25]=[CH:24][CH:23]=4)[C:18]=3[C:28]([F:31])([F:30])[F:29])[O:14][N:13]=2)=[CH:8][CH:7]=1)[C:3]([OH:5])=O.CN1CCOCC1.[NH2:39][CH2:40][CH2:41][C:42]([CH3:45])([OH:44])[CH3:43].F[P-](F)(F)(F)(F)F.N1(O[P+](N(C)C)(N(C)C)N(C)C)C2C=CC=CC=2N=N1. (8) Given the product [NH2:1][C:2]1[N:7]2[N:8]=[CH:9][C:10]([C:11]3[CH:12]=[N:13][C:14]4[C:19]([CH:20]=3)=[CH:18][CH:17]=[CH:16][CH:15]=4)=[C:6]2[N:5]=[C:4]([N:21]2[CH2:25][CH2:24][CH:23]([C:26]([OH:28])=[O:27])[CH2:22]2)[CH:3]=1, predict the reactants needed to synthesize it. The reactants are: [NH2:1][C:2]1[N:7]2[N:8]=[CH:9][C:10]([C:11]3[CH:12]=[N:13][C:14]4[C:19]([CH:20]=3)=[CH:18][CH:17]=[CH:16][CH:15]=4)=[C:6]2[N:5]=[C:4]([N:21]2[CH2:25][CH2:24][CH:23]([C:26]([O:28]C)=[O:27])[CH2:22]2)[CH:3]=1.C1COCC1.[Li+].[OH-]. (9) Given the product [CH3:21][N:17]1[C:18]2[C:14](=[CH:13][C:12]([N:7]3[CH2:6][C:5]4[C:9](=[CH:10][C:2]([N:22]5[CH2:26][CH2:25][CH2:24][CH2:23]5)=[CH:3][CH:4]=4)[C:8]3=[O:11])=[CH:20][CH:19]=2)[CH:15]=[CH:16]1, predict the reactants needed to synthesize it. The reactants are: Br[C:2]1[CH:10]=[C:9]2[C:5]([CH2:6][N:7]([C:12]3[CH:13]=[C:14]4[C:18](=[CH:19][CH:20]=3)[N:17]([CH3:21])[CH:16]=[CH:15]4)[C:8]2=[O:11])=[CH:4][CH:3]=1.[NH:22]1[CH2:26][CH2:25][CH2:24][CH2:23]1.C1(P(C2CCCCC2)C2C=CC=CC=2C2C(N(C)C)=CC=CC=2)CCCCC1.CC(C)([O-])C.[Na+].